Dataset: Peptide-MHC class I binding affinity with 185,985 pairs from IEDB/IMGT. Task: Regression. Given a peptide amino acid sequence and an MHC pseudo amino acid sequence, predict their binding affinity value. This is MHC class I binding data. (1) The peptide sequence is HSGFIYFGK. The MHC is HLA-A02:19 with pseudo-sequence HLA-A02:19. The binding affinity (normalized) is 0.0847. (2) The peptide sequence is AEMWAQDAA. The MHC is HLA-A23:01 with pseudo-sequence HLA-A23:01. The binding affinity (normalized) is 0. (3) The MHC is HLA-A02:02 with pseudo-sequence HLA-A02:02. The binding affinity (normalized) is 1.00. The peptide sequence is FLSNGHVTI. (4) The peptide sequence is HAPTGSGKST. The MHC is Mamu-A01 with pseudo-sequence Mamu-A01. The binding affinity (normalized) is 0. (5) The peptide sequence is DAKRNSKSLV. The MHC is HLA-A02:06 with pseudo-sequence HLA-A02:06. The binding affinity (normalized) is 0. (6) The peptide sequence is FSWFPHKEM. The MHC is H-2-Kb with pseudo-sequence H-2-Kb. The binding affinity (normalized) is 0.433.